This data is from Full USPTO retrosynthesis dataset with 1.9M reactions from patents (1976-2016). The task is: Predict the reactants needed to synthesize the given product. (1) Given the product [Cl:37][C:16]1[CH:15]=[C:14]([CH:12]([NH:11][C:2]2[N:10]=[CH:9][N:8]=[C:7]3[C:3]=2[N:4]=[CH:5][NH:6]3)[CH3:13])[C:19]([C:20]2[CH:25]=[CH:24][CH:23]=[C:22]([F:26])[CH:21]=2)=[C:18]([N:27]([S:28]([CH3:31])(=[O:29])=[O:30])[S:32]([CH3:35])(=[O:34])=[O:33])[C:17]=1[CH3:36], predict the reactants needed to synthesize it. The reactants are: Br[C:2]1[N:10]=[CH:9][N:8]=[C:7]2[C:3]=1[N:4]=[CH:5][NH:6]2.[NH2:11][CH:12]([C:14]1[C:19]([C:20]2[CH:25]=[CH:24][CH:23]=[C:22]([F:26])[CH:21]=2)=[C:18]([N:27]([S:32]([CH3:35])(=[O:34])=[O:33])[S:28]([CH3:31])(=[O:30])=[O:29])[C:17]([CH3:36])=[C:16]([Cl:37])[CH:15]=1)[CH3:13].C(N(CC)C(C)C)(C)C. (2) Given the product [OH:3][CH2:2][CH2:1][O:4][C:18]1[N:19]=[CH:20][C:21]2[C:26]([C:27]3[CH:28]=[CH:29][CH:30]=[CH:31][CH:32]=3)=[C:25]([C:33]3[CH:38]=[CH:37][C:36]([C:39]4([NH:43][C:44](=[O:50])[O:45][C:46]([CH3:48])([CH3:47])[CH3:49])[CH2:40][CH2:41][CH2:42]4)=[CH:35][CH:34]=3)[O:24][C:22]=2[N:23]=1, predict the reactants needed to synthesize it. The reactants are: [CH2:1]([OH:4])[CH2:2][OH:3].C(N(CC)C(C)C)(C)C.CS([C:18]1[N:19]=[CH:20][C:21]2[C:26]([C:27]3[CH:32]=[CH:31][CH:30]=[CH:29][CH:28]=3)=[C:25]([C:33]3[CH:38]=[CH:37][C:36]([C:39]4([NH:43][C:44](=[O:50])[O:45][C:46]([CH3:49])([CH3:48])[CH3:47])[CH2:42][CH2:41][CH2:40]4)=[CH:35][CH:34]=3)[O:24][C:22]=2[N:23]=1)(=O)=O. (3) The reactants are: [F:1][C:2]1[CH:11]=[C:10]([F:12])[CH:9]=[C:8]2[C:3]=1[C:4]([NH:20][C:21]1[CH:22]=[N:23][CH:24]=[C:25]([N:27]3[CH2:32][CH2:31][O:30][CH2:29][CH2:28]3)[CH:26]=1)=[C:5]([CH3:19])[C:6]([N:13]1[CH2:18][CH2:17][NH:16][CH2:15][CH2:14]1)=[N:7]2.Br[C:34]1[CH:35]=[N:36][CH:37]=[CH:38][CH:39]=1. Given the product [F:1][C:2]1[CH:11]=[C:10]([F:12])[CH:9]=[C:8]2[C:3]=1[C:4]([NH:20][C:21]1[CH:22]=[N:23][CH:24]=[C:25]([N:27]3[CH2:32][CH2:31][O:30][CH2:29][CH2:28]3)[CH:26]=1)=[C:5]([CH3:19])[C:6]([N:13]1[CH2:14][CH2:15][N:16]([C:34]3[CH:35]=[N:36][CH:37]=[CH:38][CH:39]=3)[CH2:17][CH2:18]1)=[N:7]2, predict the reactants needed to synthesize it.